From a dataset of Blood-brain barrier permeability classification from the B3DB database. Regression/Classification. Given a drug SMILES string, predict its absorption, distribution, metabolism, or excretion properties. Task type varies by dataset: regression for continuous measurements (e.g., permeability, clearance, half-life) or binary classification for categorical outcomes (e.g., BBB penetration, CYP inhibition). Dataset: b3db_classification. (1) The compound is OC[C@H](O)COc1ccc(Cl)cc1. The result is 1 (penetrates BBB). (2) The drug is CN(C)S(=O)(=O)c1ccc(-c2ccc3cc(O)ccc3c2Oc2ccc(OCCN3CCCCC3)cc2)cc1. The result is 1 (penetrates BBB). (3) The drug is COc1ccc(CCN(C)CCC[C@](C#N)(c2ccc(OC)c(OC)c2)C(C)C)cc1OC. The result is 1 (penetrates BBB). (4) The compound is CC(C)(C)NCC(O)c1ccc(O)c(CO)c1. The result is 0 (does not penetrate BBB). (5) The drug is CC(=O)O[C@]1(C(C)=O)CCC2C3C[C@H](C)C4=CC(=O)C=C[C@]4(C)[C@@]3(F)[C@@H](O)C[C@@]21C. The result is 1 (penetrates BBB). (6) The compound is CC(C)CC(CN)CC(=O)O. The result is 1 (penetrates BBB).